From a dataset of NCI-60 drug combinations with 297,098 pairs across 59 cell lines. Regression. Given two drug SMILES strings and cell line genomic features, predict the synergy score measuring deviation from expected non-interaction effect. (1) Synergy scores: CSS=30.5, Synergy_ZIP=19.4, Synergy_Bliss=20.4, Synergy_Loewe=-19.1, Synergy_HSA=16.9. Cell line: K-562. Drug 1: CC1C(C(CC(O1)OC2CC(CC3=C2C(=C4C(=C3O)C(=O)C5=C(C4=O)C(=CC=C5)OC)O)(C(=O)C)O)N)O.Cl. Drug 2: CN(C)C1=NC(=NC(=N1)N(C)C)N(C)C. (2) Drug 1: CC1=C2C(C(=O)C3(C(CC4C(C3C(C(C2(C)C)(CC1OC(=O)C(C(C5=CC=CC=C5)NC(=O)OC(C)(C)C)O)O)OC(=O)C6=CC=CC=C6)(CO4)OC(=O)C)OC)C)OC. Drug 2: CC12CCC3C(C1CCC2=O)CC(=C)C4=CC(=O)C=CC34C. Cell line: NCI-H460. Synergy scores: CSS=68.9, Synergy_ZIP=12.0, Synergy_Bliss=10.9, Synergy_Loewe=9.29, Synergy_HSA=13.4. (3) Drug 1: CCCS(=O)(=O)NC1=C(C(=C(C=C1)F)C(=O)C2=CNC3=C2C=C(C=N3)C4=CC=C(C=C4)Cl)F. Drug 2: C1C(C(OC1N2C=NC3=C(N=C(N=C32)Cl)N)CO)O. Cell line: SK-MEL-2. Synergy scores: CSS=3.40, Synergy_ZIP=0.150, Synergy_Bliss=0.283, Synergy_Loewe=-7.42, Synergy_HSA=-4.12. (4) Drug 1: C1C(C(OC1N2C=NC3=C(N=C(N=C32)Cl)N)CO)O. Drug 2: C(CN)CNCCSP(=O)(O)O. Cell line: HCT116. Synergy scores: CSS=52.6, Synergy_ZIP=18.5, Synergy_Bliss=16.6, Synergy_Loewe=-26.3, Synergy_HSA=15.2.